This data is from Full USPTO retrosynthesis dataset with 1.9M reactions from patents (1976-2016). The task is: Predict the reactants needed to synthesize the given product. (1) Given the product [C:28]([C:10]1[C:11]2[C:16](=[CH:15][CH:14]=[C:13]([O:19][C:20]3[CH:21]=[CH:22][C:23]([O:26][CH3:27])=[CH:24][CH:25]=3)[CH:12]=2)[C:17]([OH:18])=[C:8]([C:6]([NH:30][CH2:31][C:32]([OH:34])=[O:33])=[O:7])[N:9]=1)#[N:29], predict the reactants needed to synthesize it. The reactants are: C(O[C:6]([C:8]1[N:9]=[C:10]([C:28]#[N:29])[C:11]2[C:16]([C:17]=1[OH:18])=[CH:15][CH:14]=[C:13]([O:19][C:20]1[CH:25]=[CH:24][C:23]([O:26][CH3:27])=[CH:22][CH:21]=1)[CH:12]=2)=[O:7])CCC.[NH2:30][CH2:31][C:32]([OH:34])=[O:33].C[O-].[Na+]. (2) Given the product [CH2:34]([N:19]([CH2:17][CH3:18])[CH2:20][CH2:21][NH:22][C:23]([C:25]1[C:29]([CH3:30])=[C:28]([CH:31]=[C:10]2[C:9]3[C:13](=[CH:14][CH:15]=[C:7]([C:1]4[CH:2]=[CH:3][CH:4]=[CH:5][CH:6]=4)[CH:8]=3)[NH:12][C:11]2=[O:16])[NH:27][C:26]=1[CH3:33])=[O:24])[CH3:35], predict the reactants needed to synthesize it. The reactants are: [C:1]1([C:7]2[CH:8]=[C:9]3[C:13](=[CH:14][CH:15]=2)[NH:12][C:11](=[O:16])[CH2:10]3)[CH:6]=[CH:5][CH:4]=[CH:3][CH:2]=1.[CH2:17]([N:19]([CH2:34][CH3:35])[CH2:20][CH2:21][NH:22][C:23]([C:25]1[C:29]([CH3:30])=[C:28]([CH:31]=O)[NH:27][C:26]=1[CH3:33])=[O:24])[CH3:18]. (3) Given the product [NH2:15][C:6]1[CH:7]=[C:8]([C:11]([F:12])([F:13])[F:14])[CH:9]=[CH:10][C:5]=1[C:4]([N:3]([O:2][CH3:1])[CH3:19])=[O:18], predict the reactants needed to synthesize it. The reactants are: [CH3:1][O:2][N:3]([CH3:19])[C:4](=[O:18])[C:5]1[CH:10]=[CH:9][C:8]([C:11]([F:14])([F:13])[F:12])=[CH:7][C:6]=1[N+:15]([O-])=O. (4) Given the product [CH2:1]([C:4]1[C:12]([N+:13]([O-:15])=[O:14])=[CH:11][CH:10]=[CH:9][C:5]=1[C:6]([NH:30][CH2:29][C:21]1[C:22]([O:27][CH3:28])=[N:23][C:24]([CH3:26])=[CH:25][C:20]=1[CH2:16][CH2:17][CH:18]=[CH2:19])=[O:8])[CH:2]=[CH2:3], predict the reactants needed to synthesize it. The reactants are: [CH2:1]([C:4]1[C:12]([N+:13]([O-:15])=[O:14])=[CH:11][CH:10]=[CH:9][C:5]=1[C:6]([OH:8])=O)[CH:2]=[CH2:3].[CH2:16]([C:20]1[CH:25]=[C:24]([CH3:26])[N:23]=[C:22]([O:27][CH3:28])[C:21]=1[CH2:29][NH2:30])[CH2:17][CH:18]=[CH2:19].C1C=NC2N(O)N=NC=2C=1.C(Cl)CCl.CN1CCOCC1. (5) Given the product [F:11][C:9]([F:12])([F:10])[C:7]1[CH:6]=[C:5]([C@H:13]([O:15][C@@H:16]2[C@@H:20]([C:21]3[CH:22]=[CH:23][CH:24]=[CH:25][CH:26]=3)[CH2:19][N:18]([C:51]([CH:50]3[CH2:49][O:48][C:47]([CH3:55])([CH3:54])[N:46]3[C:44]([O:43][C:39]([CH3:42])([CH3:41])[CH3:40])=[O:45])=[O:52])[CH2:17]2)[CH3:14])[CH:4]=[C:3]([C:2]([F:27])([F:1])[F:28])[CH:8]=1, predict the reactants needed to synthesize it. The reactants are: [F:1][C:2]([F:28])([F:27])[C:3]1[CH:4]=[C:5]([C@H:13]([O:15][C@@H:16]2[C@@H:20]([C:21]3[CH:26]=[CH:25][CH:24]=[CH:23][CH:22]=3)[CH2:19][NH:18][CH2:17]2)[CH3:14])[CH:6]=[C:7]([C:9]([F:12])([F:11])[F:10])[CH:8]=1.C1C=CC2N(O)N=NC=2C=1.[C:39]([O:43][C:44]([N:46]1[CH:50]([C:51](O)=[O:52])[CH2:49][O:48][C:47]1([CH3:55])[CH3:54])=[O:45])([CH3:42])([CH3:41])[CH3:40].C(N(CC)CC)C.C(Cl)CCl. (6) Given the product [Cl:1][C:2]1[CH:30]=[CH:29][C:5]2[N:6]([C:16]([C:18]3[CH:19]=[CH:20][C:21]4[O:26][CH2:25][C:24](=[O:27])[NH:23][C:22]=4[CH:28]=3)=[O:17])[C@H:7]([CH2:10][C:11]([NH2:31])=[O:13])[CH2:8][O:9][C:4]=2[CH:3]=1, predict the reactants needed to synthesize it. The reactants are: [Cl:1][C:2]1[CH:30]=[CH:29][C:5]2[N:6]([C:16]([C:18]3[CH:19]=[CH:20][C:21]4[O:26][CH2:25][C:24](=[O:27])[NH:23][C:22]=4[CH:28]=3)=[O:17])[C@H:7]([CH2:10][C:11]([O:13]CC)=O)[CH2:8][O:9][C:4]=2[CH:3]=1.[NH3:31].